Task: Predict the reactants needed to synthesize the given product.. Dataset: Full USPTO retrosynthesis dataset with 1.9M reactions from patents (1976-2016) (1) Given the product [CH3:20][O:21][C:6]1[CH:5]=[C:4]([CH2:12][C:13]([OH:15])=[O:14])[CH:3]=[C:2]([O:25][CH3:24])[C:7]=1[N+:8]([O-:10])=[O:9], predict the reactants needed to synthesize it. The reactants are: F[C:2]1[CH:3]=[C:4]([CH2:12][C:13]([O:15]C(C)(C)C)=[O:14])[CH:5]=[C:6](F)[C:7]=1[N+:8]([O-:10])=[O:9].[CH3:20][O-:21].[Na+].Cl.[CH3:24][OH:25]. (2) Given the product [CH2:15]([O:22][C:6]1[CH:5]=[CH:4][C:3]([C:9]([F:12])([F:11])[F:10])=[C:2]([Br:1])[CH:7]=1)[C:16]1[CH:21]=[CH:20][CH:19]=[CH:18][CH:17]=1, predict the reactants needed to synthesize it. The reactants are: [Br:1][C:2]1[CH:7]=[C:6](F)[CH:5]=[CH:4][C:3]=1[C:9]([F:12])([F:11])[F:10].[H-].[Na+].[CH2:15]([OH:22])[C:16]1[CH:21]=[CH:20][CH:19]=[CH:18][CH:17]=1.O.